Predict the product of the given reaction. From a dataset of Forward reaction prediction with 1.9M reactions from USPTO patents (1976-2016). (1) Given the reactants [Cl:1][C:2]1[N:7]=[C:6]([NH2:8])[C:5]([O:9][CH3:10])=[N:4][CH:3]=1.[Cl:11][C:12]1[C:17]([Cl:18])=[CH:16][CH:15]=[CH:14][C:13]=1[S:19](Cl)(=[O:21])=[O:20], predict the reaction product. The product is: [Cl:11][C:12]1[C:17]([Cl:18])=[CH:16][CH:15]=[CH:14][C:13]=1[S:19]([NH:8][C:6]1[C:5]([O:9][CH3:10])=[N:4][CH:3]=[C:2]([Cl:1])[N:7]=1)(=[O:21])=[O:20]. (2) Given the reactants [Cl:1][C:2]1[CH:3]=[C:4]([NH:8][CH2:9][C:10]2[C:19]3[C:14](=[C:15]([F:20])[CH:16]=[CH:17][CH:18]=3)[NH:13][C:12](=[O:21])[CH:11]=2)[CH:5]=[CH:6][CH:7]=1.CCN(C(C)C)C(C)C.[F:31][C:32]1[CH:40]=[CH:39][CH:38]=[CH:37][C:33]=1[C:34](Cl)=[O:35].C(N)CC, predict the reaction product. The product is: [Cl:1][C:2]1[CH:3]=[C:4]([N:8]([CH2:9][C:10]2[C:19]3[C:14](=[C:15]([F:20])[CH:16]=[CH:17][CH:18]=3)[NH:13][C:12](=[O:21])[CH:11]=2)[C:34](=[O:35])[C:33]2[CH:37]=[CH:38][CH:39]=[CH:40][C:32]=2[F:31])[CH:5]=[CH:6][CH:7]=1.